From a dataset of NCI-60 drug combinations with 297,098 pairs across 59 cell lines. Regression. Given two drug SMILES strings and cell line genomic features, predict the synergy score measuring deviation from expected non-interaction effect. (1) Synergy scores: CSS=-6.81, Synergy_ZIP=3.45, Synergy_Bliss=-0.202, Synergy_Loewe=-6.40, Synergy_HSA=-6.51. Drug 2: C1CNP(=O)(OC1)N(CCCl)CCCl. Drug 1: CC1=C(C(CCC1)(C)C)C=CC(=CC=CC(=CC(=O)O)C)C. Cell line: 786-0. (2) Drug 1: CC12CCC(CC1=CCC3C2CCC4(C3CC=C4C5=CN=CC=C5)C)O. Drug 2: CC12CCC3C(C1CCC2OP(=O)(O)O)CCC4=C3C=CC(=C4)OC(=O)N(CCCl)CCCl.[Na+]. Cell line: HCT-15. Synergy scores: CSS=14.6, Synergy_ZIP=-6.42, Synergy_Bliss=-3.00, Synergy_Loewe=-5.87, Synergy_HSA=-4.73. (3) Cell line: SN12C. Drug 2: CCC1(CC2CC(C3=C(CCN(C2)C1)C4=CC=CC=C4N3)(C5=C(C=C6C(=C5)C78CCN9C7C(C=CC9)(C(C(C8N6C)(C(=O)OC)O)OC(=O)C)CC)OC)C(=O)OC)O.OS(=O)(=O)O. Synergy scores: CSS=26.9, Synergy_ZIP=7.19, Synergy_Bliss=8.64, Synergy_Loewe=0.433, Synergy_HSA=9.39. Drug 1: CC12CCC(CC1=CCC3C2CCC4(C3CC=C4C5=CN=CC=C5)C)O. (4) Drug 2: CCN(CC)CCCC(C)NC1=C2C=C(C=CC2=NC3=C1C=CC(=C3)Cl)OC. Drug 1: CC12CCC3C(C1CCC2=O)CC(=C)C4=CC(=O)C=CC34C. Synergy scores: CSS=51.7, Synergy_ZIP=-3.85, Synergy_Bliss=1.88, Synergy_Loewe=-2.93, Synergy_HSA=3.21. Cell line: MDA-MB-231. (5) Drug 1: CC(C1=C(C=CC(=C1Cl)F)Cl)OC2=C(N=CC(=C2)C3=CN(N=C3)C4CCNCC4)N. Drug 2: CC1CCCC2(C(O2)CC(NC(=O)CC(C(C(=O)C(C1O)C)(C)C)O)C(=CC3=CSC(=N3)C)C)C. Cell line: NCIH23. Synergy scores: CSS=3.17, Synergy_ZIP=-3.70, Synergy_Bliss=-1.79, Synergy_Loewe=-3.43, Synergy_HSA=-2.87. (6) Drug 1: CN(C)N=NC1=C(NC=N1)C(=O)N. Drug 2: COC1=NC(=NC2=C1N=CN2C3C(C(C(O3)CO)O)O)N. Cell line: RXF 393. Synergy scores: CSS=2.79, Synergy_ZIP=-0.936, Synergy_Bliss=1.50, Synergy_Loewe=0.0730, Synergy_HSA=0.468. (7) Drug 1: CN(CC1=CN=C2C(=N1)C(=NC(=N2)N)N)C3=CC=C(C=C3)C(=O)NC(CCC(=O)O)C(=O)O. Drug 2: COC1=C2C(=CC3=C1OC=C3)C=CC(=O)O2. Cell line: CAKI-1. Synergy scores: CSS=29.9, Synergy_ZIP=2.99, Synergy_Bliss=-0.276, Synergy_Loewe=-39.8, Synergy_HSA=-9.71.